Dataset: Catalyst prediction with 721,799 reactions and 888 catalyst types from USPTO. Task: Predict which catalyst facilitates the given reaction. Reactant: [CH3:1][C:2]1[C:3]([C:12]2[CH:16]=[C:15]([NH:17][C:18](=[O:25])[CH2:19][C:20](OCC)=[O:21])[NH:14][N:13]=2)=[N:4][C:5]2[C:10]([N:11]=1)=[CH:9][CH:8]=[CH:7][CH:6]=2.[CH3:26]O.C(O[CH2:32][CH3:33])(=O)C. Product: [CH3:1][C:2]1[C:3]([C:12]2[CH:16]=[C:15]3[N:17]=[C:18]([OH:25])[CH:19]=[C:20]([OH:21])[N:14]3[N:13]=2)=[N:4][C:5]2[C:10]([N:11]=1)=[CH:9][CH:8]=[CH:7][CH:6]=2.[CH3:26][N:17]([C:15]1[CH:16]=[CH:12][N:13]=[CH:32][CH:33]=1)[CH3:18]. The catalyst class is: 777.